Task: Regression. Given two drug SMILES strings and cell line genomic features, predict the synergy score measuring deviation from expected non-interaction effect.. Dataset: NCI-60 drug combinations with 297,098 pairs across 59 cell lines (1) Cell line: MALME-3M. Drug 1: COC1=NC(=NC2=C1N=CN2C3C(C(C(O3)CO)O)O)N. Drug 2: CC1C(C(CC(O1)OC2CC(CC3=C2C(=C4C(=C3O)C(=O)C5=C(C4=O)C(=CC=C5)OC)O)(C(=O)CO)O)N)O.Cl. Synergy scores: CSS=36.8, Synergy_ZIP=-3.70, Synergy_Bliss=-3.59, Synergy_Loewe=-7.28, Synergy_HSA=-0.674. (2) Cell line: PC-3. Synergy scores: CSS=24.3, Synergy_ZIP=-7.51, Synergy_Bliss=1.32, Synergy_Loewe=1.95, Synergy_HSA=4.00. Drug 2: C1CCC(C(C1)N)N.C(=O)(C(=O)[O-])[O-].[Pt+4]. Drug 1: CN1C2=C(C=C(C=C2)N(CCCl)CCCl)N=C1CCCC(=O)O.Cl.